From a dataset of NCI-60 drug combinations with 297,098 pairs across 59 cell lines. Regression. Given two drug SMILES strings and cell line genomic features, predict the synergy score measuring deviation from expected non-interaction effect. (1) Drug 2: CC1=CC2C(CCC3(C2CCC3(C(=O)C)OC(=O)C)C)C4(C1=CC(=O)CC4)C. Synergy scores: CSS=79.1, Synergy_ZIP=20.9, Synergy_Bliss=21.7, Synergy_Loewe=-22.2, Synergy_HSA=23.4. Cell line: MOLT-4. Drug 1: CC1C(C(CC(O1)OC2CC(CC3=C2C(=C4C(=C3O)C(=O)C5=C(C4=O)C(=CC=C5)OC)O)(C(=O)C)O)N)O.Cl. (2) Drug 1: C1=CC(=CC=C1CCCC(=O)O)N(CCCl)CCCl. Synergy scores: CSS=36.9, Synergy_ZIP=-5.21, Synergy_Bliss=-6.28, Synergy_Loewe=-4.71, Synergy_HSA=-3.91. Drug 2: C1CCC(C(C1)N)N.C(=O)(C(=O)[O-])[O-].[Pt+4]. Cell line: SF-268. (3) Drug 1: COC1=C(C=C2C(=C1)N=CN=C2NC3=CC(=C(C=C3)F)Cl)OCCCN4CCOCC4. Drug 2: CCC1(CC2CC(C3=C(CCN(C2)C1)C4=CC=CC=C4N3)(C5=C(C=C6C(=C5)C78CCN9C7C(C=CC9)(C(C(C8N6C)(C(=O)OC)O)OC(=O)C)CC)OC)C(=O)OC)O.OS(=O)(=O)O. Cell line: SK-MEL-2. Synergy scores: CSS=32.8, Synergy_ZIP=-7.83, Synergy_Bliss=-7.28, Synergy_Loewe=-7.63, Synergy_HSA=-4.49. (4) Drug 1: CC1C(C(CC(O1)OC2CC(OC(C2O)C)OC3=CC4=CC5=C(C(=O)C(C(C5)C(C(=O)C(C(C)O)O)OC)OC6CC(C(C(O6)C)O)OC7CC(C(C(O7)C)O)OC8CC(C(C(O8)C)O)(C)O)C(=C4C(=C3C)O)O)O)O. Drug 2: C1=NNC2=C1C(=O)NC=N2. Cell line: SF-268. Synergy scores: CSS=13.0, Synergy_ZIP=-0.537, Synergy_Bliss=-0.947, Synergy_Loewe=-33.4, Synergy_HSA=-0.943. (5) Synergy scores: CSS=71.8, Synergy_ZIP=-0.461, Synergy_Bliss=-1.99, Synergy_Loewe=-2.25, Synergy_HSA=0.419. Drug 2: CC=C1C(=O)NC(C(=O)OC2CC(=O)NC(C(=O)NC(CSSCCC=C2)C(=O)N1)C(C)C)C(C)C. Cell line: U251. Drug 1: C1=CC(=C2C(=C1NCCNCCO)C(=O)C3=C(C=CC(=C3C2=O)O)O)NCCNCCO. (6) Drug 1: COC1=C2C(=CC3=C1OC=C3)C=CC(=O)O2. Drug 2: C1CNP(=O)(OC1)N(CCCl)CCCl. Cell line: MDA-MB-435. Synergy scores: CSS=0.587, Synergy_ZIP=0.355, Synergy_Bliss=2.91, Synergy_Loewe=0.913, Synergy_HSA=0.811. (7) Drug 1: C1CN1C2=NC(=NC(=N2)N3CC3)N4CC4. Drug 2: CN(CC1=CN=C2C(=N1)C(=NC(=N2)N)N)C3=CC=C(C=C3)C(=O)NC(CCC(=O)O)C(=O)O. Cell line: MCF7. Synergy scores: CSS=27.4, Synergy_ZIP=-5.68, Synergy_Bliss=-3.13, Synergy_Loewe=-1.80, Synergy_HSA=0.770.